Dataset: Peptide-MHC class II binding affinity with 134,281 pairs from IEDB. Task: Regression. Given a peptide amino acid sequence and an MHC pseudo amino acid sequence, predict their binding affinity value. This is MHC class II binding data. (1) The peptide sequence is NNQNFFWAVKPKVVR. The MHC is DRB1_1302 with pseudo-sequence DRB1_1302. The binding affinity (normalized) is 0.171. (2) The peptide sequence is LAKYKANWIEIMRIK. The MHC is HLA-DQA10102-DQB10602 with pseudo-sequence HLA-DQA10102-DQB10602. The binding affinity (normalized) is 0.426.